This data is from Forward reaction prediction with 1.9M reactions from USPTO patents (1976-2016). The task is: Predict the product of the given reaction. (1) Given the reactants [CH3:1][O:2][CH:3]([O:16][CH3:17])[CH2:4][CH2:5][N:6]1[CH:14]=[C:13]2[C:8]([CH:9]=[C:10]([NH2:15])[CH:11]=[CH:12]2)=[N:7]1.[O:18]([C:25]1[CH:30]=[CH:29][C:28]([N:31]=[C:32]=[O:33])=[CH:27][CH:26]=1)[C:19]1[CH:24]=[CH:23][CH:22]=[CH:21][CH:20]=1, predict the reaction product. The product is: [CH3:17][O:16][CH:3]([O:2][CH3:1])[CH2:4][CH2:5][N:6]1[CH:14]=[C:13]2[C:8]([CH:9]=[C:10]([NH:15][C:32]([NH:31][C:28]3[CH:29]=[CH:30][C:25]([O:18][C:19]4[CH:20]=[CH:21][CH:22]=[CH:23][CH:24]=4)=[CH:26][CH:27]=3)=[O:33])[CH:11]=[CH:12]2)=[N:7]1. (2) Given the reactants [N:1]1[CH:6]=[CH:5][CH:4]=[CH:3][C:2]=1[CH:7]=O.[CH2:9]([O:11][C:12](=[O:23])[CH2:13][C:14](=O)[CH2:15][O:16][CH2:17][CH2:18][N:19]=[N+:20]=[N-:21])[CH3:10].[NH:24]1CCCCC1.[CH3:30][C:31]1([CH3:39])[CH2:36][C:35](=[O:37])[CH2:34][C:33](=O)[CH2:32]1.C([O-])(=O)C.[NH4+], predict the reaction product. The product is: [CH2:9]([O:11][C:12]([C:13]1[CH:7]([C:2]2[CH:3]=[CH:4][CH:5]=[CH:6][N:1]=2)[C:34]2[C:35](=[O:37])[CH2:36][C:31]([CH3:39])([CH3:30])[CH2:32][C:33]=2[NH:24][C:14]=1[CH2:15][O:16][CH2:17][CH2:18][N:19]=[N+:20]=[N-:21])=[O:23])[CH3:10]. (3) The product is: [OH:34][CH:31]1[CH2:32][CH2:33][N:28]([CH2:27][CH2:26][CH2:25][O:9][C:10]2[CH:15]=[CH:14][C:13]([C:16]3([C:22]#[N:23])[CH2:21][CH2:20][O:19][CH2:18][CH2:17]3)=[CH:12][CH:11]=2)[CH2:29][CH2:30]1. Given the reactants N1(CCC[O:9][C:10]2[CH:15]=[CH:14][C:13]([C:16]3([C:22]#[N:23])[CH2:21][CH2:20][O:19][CH2:18][CH2:17]3)=[CH:12][CH:11]=2)CCCC1.Cl[CH2:25][CH2:26][CH2:27][N:28]1[CH2:33][CH2:32][CH:31]([OH:34])[CH2:30][CH2:29]1.C([O-])([O-])=O.[K+].[K+], predict the reaction product. (4) Given the reactants C([Li])CCC.[O:6]1[CH2:11][CH2:10][CH2:9][CH2:8][CH:7]1[N:12]1[CH:16]=[C:15]([C:17]2[CH:22]=[CH:21][N:20]=[CH:19][CH:18]=2)[CH:14]=[N:13]1.[CH2:23]([Sn:27](Cl)([CH2:32][CH2:33][CH2:34][CH3:35])[CH2:28][CH2:29][CH2:30][CH3:31])[CH2:24][CH2:25][CH3:26], predict the reaction product. The product is: [O:6]1[CH2:11][CH2:10][CH2:9][CH2:8][CH:7]1[N:12]1[C:16]([Sn:27]([CH2:28][CH2:29][CH2:30][CH3:31])([CH2:32][CH2:33][CH2:34][CH3:35])[CH2:23][CH2:24][CH2:25][CH3:26])=[C:15]([C:17]2[CH:22]=[CH:21][N:20]=[CH:19][CH:18]=2)[CH:14]=[N:13]1. (5) Given the reactants Cl[CH2:2][C:3]1[N:4]=[N:5][C:6]2[C:7](=[C:9]([NH2:14])[N:10]=[C:11]([NH2:13])[N:12]=2)[N:8]=1.[CH3:15][N:16]1[CH2:21][CH2:20][NH:19][CH2:18][CH2:17]1, predict the reaction product. The product is: [CH3:15][N:16]1[CH2:21][CH2:20][N:19]([CH2:2][C:3]2[N:4]=[N:5][C:6]3[C:7](=[C:9]([NH2:14])[N:10]=[C:11]([NH2:13])[N:12]=3)[N:8]=2)[CH2:18][CH2:17]1. (6) Given the reactants [Br:1][C:2]1[C:3]([C:9](=[O:11])[CH3:10])=[CH:4][C:5](F)=[N:6][CH:7]=1.[CH3:12][O-:13].[Na+], predict the reaction product. The product is: [Br:1][C:2]1[C:3]([C:9](=[O:11])[CH3:10])=[CH:4][C:5]([O:13][CH3:12])=[N:6][CH:7]=1.